From a dataset of Full USPTO retrosynthesis dataset with 1.9M reactions from patents (1976-2016). Predict the reactants needed to synthesize the given product. (1) Given the product [C:13]([C:10]1[O:9][C:8]([C:7]2[C:2]([NH2:1])=[N:3][CH:4]=[C:5]([C:17]3[N:21]([CH2:22][CH3:23])[N:20]=[C:19]([CH:24]4[CH2:29][CH2:28][NH:27][CH2:26][CH2:25]4)[N:18]=3)[N:6]=2)=[N:12][N:11]=1)([CH3:14])([CH3:15])[CH3:16], predict the reactants needed to synthesize it. The reactants are: [NH2:1][C:2]1[N:3]=[CH:4][C:5]([C:17]2[N:21]([CH2:22][CH3:23])[N:20]=[C:19]([CH:24]3[CH2:29][CH2:28][N:27](C(OC(C)(C)C)=O)[CH2:26][CH2:25]3)[N:18]=2)=[N:6][C:7]=1[C:8]1[O:9][C:10]([C:13]([CH3:16])([CH3:15])[CH3:14])=[N:11][N:12]=1.C(O)(C(F)(F)F)=O. (2) Given the product [CH:26]1([N:24]([CH3:25])[CH:20]2[CH2:19][CH2:18][C:17]([CH3:29])([CH3:30])[C:16]3[CH:15]=[C:14]([C:13]#[C:12][C:9]4[CH:8]=[CH:7][C:6]([CH:4]([CH3:5])[C:3]([OH:31])=[O:2])=[CH:11][CH:10]=4)[CH:23]=[CH:22][C:21]2=3)[CH2:27][CH2:28]1, predict the reactants needed to synthesize it. The reactants are: C[O:2][C:3](=[O:31])[CH:4]([C:6]1[CH:11]=[CH:10][C:9]([C:12]#[C:13][C:14]2[CH:23]=[CH:22][C:21]3[CH:20]([N:24]([CH:26]4[CH2:28][CH2:27]4)[CH3:25])[CH2:19][CH2:18][C:17]([CH3:30])([CH3:29])[C:16]=3[CH:15]=2)=[CH:8][CH:7]=1)[CH3:5].[OH-].[Na+].[Cl-].[NH4+]. (3) Given the product [C:1]12([CH2:11][N:12]3[CH2:13][CH:14]([C:16]4[CH:17]=[CH:18][C:19]([OH:22])=[CH:20][CH:21]=4)[O:15][C:31]3=[O:33])[CH2:10][CH:5]3[CH2:4][CH:3]([CH2:9][CH:7]([CH2:6]3)[CH2:8]1)[CH2:2]2, predict the reactants needed to synthesize it. The reactants are: [C:1]12([CH2:11][NH:12][CH2:13][CH:14]([C:16]3[CH:21]=[CH:20][C:19]([OH:22])=[CH:18][CH:17]=3)[OH:15])[CH2:10][CH:5]3[CH2:6][CH:7]([CH2:9][CH:3]([CH2:4]3)[CH2:2]1)[CH2:8]2.CCN(CC)CC.Cl[C:31](Cl)([O:33]C(=O)OC(Cl)(Cl)Cl)Cl. (4) Given the product [F:32][C:29]1[S:28][C:27]2[CH:26]=[C:20]([C:21]([O:23][CH2:24][CH3:25])=[O:22])[NH:17][C:31]=2[CH:30]=1, predict the reactants needed to synthesize it. The reactants are: N(C(=CC1SC=C(F)C=1)C(OCC)=O)=[N+]=[N-].[N:17]([C:20](=[CH:26][C:27]1[S:28][C:29]([F:32])=[CH:30][CH:31]=1)[C:21]([O:23][CH2:24][CH3:25])=[O:22])=[N+]=[N-].CCOC(C)=O.CCCCCCC.COC1C=CC(C=O)=CC=1. (5) Given the product [Br:36][C:33]1[CH:32]=[CH:31][C:30]([NH:29][C:27]([C:26]2[C:25]([O:40][CH3:41])=[CH:24][C:23]3[NH:22][C:20]([NH:19][C:3]4[CH:4]=[C:5]([CH2:6][NH:7][C:8]([C:10]5([C:13]([F:16])([F:15])[F:14])[CH2:12][CH2:11]5)=[O:9])[CH:17]=[CH:18][C:2]=4[Cl:1])=[N:39][C:38]=3[CH:37]=2)=[O:28])=[CH:35][CH:34]=1, predict the reactants needed to synthesize it. The reactants are: [Cl:1][C:2]1[CH:18]=[CH:17][C:5]([CH2:6][NH:7][C:8]([C:10]2([C:13]([F:16])([F:15])[F:14])[CH2:12][CH2:11]2)=[O:9])=[CH:4][C:3]=1[N:19]=[C:20]=S.[NH2:22][C:23]1[C:38]([NH2:39])=[CH:37][C:26]([C:27]([NH:29][C:30]2[CH:35]=[CH:34][C:33]([Br:36])=[CH:32][CH:31]=2)=[O:28])=[C:25]([O:40][CH3:41])[CH:24]=1.CC(C)N=C=NC(C)C. (6) Given the product [CH:1]1([C:4]([C:6]2[CH:7]=[N:8][C:9]3[C:14]([C:15]=2[NH:16][C:17]2[CH:18]=[N:19][N:20]([CH:22]4[CH2:27][CH2:26][NH:25][CH2:24][CH2:23]4)[CH:21]=2)=[CH:13][C:12]([C:35]2[CH:36]=[C:37]([Cl:43])[C:38]([OH:42])=[C:39]([Cl:41])[CH:40]=2)=[CH:11][CH:10]=3)=[O:5])[CH2:2][CH2:3]1, predict the reactants needed to synthesize it. The reactants are: [CH:1]1([C:4]([C:6]2[CH:7]=[N:8][C:9]3[C:14]([C:15]=2[NH:16][C:17]2[CH:18]=[N:19][N:20]([CH:22]4[CH2:27][CH2:26][N:25](C(OC(C)(C)C)=O)[CH2:24][CH2:23]4)[CH:21]=2)=[CH:13][C:12]([C:35]2[CH:40]=[C:39]([Cl:41])[C:38]([OH:42])=[C:37]([Cl:43])[CH:36]=2)=[CH:11][CH:10]=3)=[O:5])[CH2:3][CH2:2]1.C(O)(C(F)(F)F)=O.